This data is from Forward reaction prediction with 1.9M reactions from USPTO patents (1976-2016). The task is: Predict the product of the given reaction. Given the reactants [Si:1]([O:8][C@H:9]1[C@H:16]2[C@H:12]([N:13](S(C3C=CC=CC=3[N+]([O-])=O)(=O)=O)[C:14](=[O:17])[O:15]2)[CH2:11][CH2:10]1)([C:4]([CH3:7])([CH3:6])[CH3:5])([CH3:3])[CH3:2].C(N[C@H](C(O)=O)CS)(=O)C, predict the reaction product. The product is: [Si:1]([O:8][C@H:9]1[C@H:16]2[C@H:12]([NH:13][C:14](=[O:17])[O:15]2)[CH2:11][CH2:10]1)([C:4]([CH3:7])([CH3:5])[CH3:6])([CH3:3])[CH3:2].